This data is from Catalyst prediction with 721,799 reactions and 888 catalyst types from USPTO. The task is: Predict which catalyst facilitates the given reaction. (1) Reactant: C([O:4][C:5]1[CH:10]=[CH:9][C:8]([C:11](=[O:19])[NH:12][CH2:13][CH:14](OC)OC)=[CH:7][CH:6]=1)(=O)C.[CH3:20][S:21](O)(=[O:23])=[O:22].O=P12OP3(OP(OP(O3)(O1)=O)(=O)O2)=O. Product: [CH3:20][S:21]([O:4][C:5]1[CH:6]=[CH:7][C:8]([C:11]2[O:19][CH:14]=[CH:13][N:12]=2)=[CH:9][CH:10]=1)(=[O:23])=[O:22]. The catalyst class is: 25. (2) Reactant: [CH:1]1[CH:2]=[CH:3][C:4]2N(O)N=[N:7][C:5]=2C=1.CCN([CH:17]([CH3:19])C)C(C)C.CN([C:23]([O:27]N1N=NC2C=CC=NC1=2)=[N+](C)C)C.F[P-](F)(F)(F)(F)F.[Br:44]C1C(C(O)=O)=NC=CC=1.N1C=CN2CCNCC=12.[CH3:63][N:64]([CH:66]=[O:67])[CH3:65]. Product: [Br:44][C:5]1[CH:4]=[CH:3][CH:2]=[C:1]([C:66]([N:64]2[CH2:65][CH2:19][C@@H:17]([O:27][CH3:23])[CH2:63]2)=[O:67])[N:7]=1. The catalyst class is: 2. (3) Reactant: [Br:1][C:2]1[CH:10]=[CH:9][C:5]([C:6]([OH:8])=O)=[C:4]([F:11])[CH:3]=1.C[N:13](C(ON1N=NC2C=CC=CC1=2)=[N+](C)C)C.F[P-](F)(F)(F)(F)F.[CH3:36][CH2:37][N:38]([CH:42](C)C)[CH:39](C)C. Product: [Br:1][C:2]1[CH:10]=[CH:9][C:5]([C:6]([NH:13][CH2:36][CH2:37][N:38]([CH3:42])[CH3:39])=[O:8])=[C:4]([F:11])[CH:3]=1. The catalyst class is: 3.